Dataset: Forward reaction prediction with 1.9M reactions from USPTO patents (1976-2016). Task: Predict the product of the given reaction. (1) Given the reactants [OH:1][C:2]1[CH:7]=[CH:6][C:5]([C:8]2[O:12][C:11]([CH3:14])([CH3:13])[C:10](=[O:15])[C:9]=2[C:16]2[CH:21]=[CH:20][C:19]([O:22][CH3:23])=[CH:18][CH:17]=2)=[CH:4][CH:3]=1.C([O-])([O-])=O.[K+].[K+].Cl[CH2:31][C:32]1[CH:41]=[CH:40][C:39]2[C:34](=[CH:35][CH:36]=[CH:37][CH:38]=2)[N:33]=1, predict the reaction product. The product is: [CH3:23][O:22][C:19]1[CH:18]=[CH:17][C:16]([C:9]2[C:10](=[O:15])[C:11]([CH3:13])([CH3:14])[O:12][C:8]=2[C:5]2[CH:4]=[CH:3][C:2]([O:1][CH2:31][C:32]3[CH:41]=[CH:40][C:39]4[C:34](=[CH:35][CH:36]=[CH:37][CH:38]=4)[N:33]=3)=[CH:7][CH:6]=2)=[CH:21][CH:20]=1. (2) The product is: [CH2:45]([N:44]([CH2:47][CH3:48])[CH2:42][CH2:41][O:10][C:8]1[CH:7]=[CH:6][C:36]([CH2:37][CH2:32][CH2:31][NH:3][C:4]2[CH:9]=[C:8]([O:10][CH3:11])[C:7]([O:12][CH3:13])=[CH:6][C:5]=2[CH:14]2[CH2:23][CH2:22][C:21]3[CH:20]=[C:19]([OH:24])[CH:18]=[CH:17][C:16]=3[CH2:15]2)=[CH:35][CH:34]=1)[CH3:46]. Given the reactants C([N:3]([C:31](=O)[C:32]1[CH:37]=[CH:36][C:35](O)=[CH:34]C=1)[C:4]1[CH:9]=[C:8]([O:10][CH3:11])[C:7]([O:12][CH3:13])=[CH:6][C:5]=1[CH:14]1[CH2:23][CH2:22][C:21]2[CH:20]=[C:19]([O:24]C(=O)C(C)(C)C)[CH:18]=[CH:17][C:16]=2[CH2:15]1)C.Cl[CH2:41][C:42]([N:44]([CH2:47][CH3:48])[CH2:45][CH3:46])=O, predict the reaction product.